Dataset: Drug-target binding data from BindingDB using IC50 measurements. Task: Regression. Given a target protein amino acid sequence and a drug SMILES string, predict the binding affinity score between them. We predict pIC50 (pIC50 = -log10(IC50 in M); higher means more potent). Dataset: bindingdb_ic50. (1) The drug is CC1(C)SSC(C)(C)[C@@H](C(O)O)NC(=O)[C@H](Cc2ccccc2)NC(=O)[C@H](CO)NC(=O)[C@H]1NC(=O)[C@@H](N)Cc1ccc(O)cc1. The target protein (P32300) has sequence MELVPSARAELQSSPLVNLSDAFPSAFPSAGANASGSPGARSASSLALAIAITALYSAVCAVGLLGNVLVMFGIVRYTKLKTATNIYIFNLALADALATSTLPFQSAKYLMETWPFGELLCKAVLSIDYYNMFTSIFTLTMMSVDRYIAVCHPVKALDFRTPAKAKLINICIWVLASGVGVPIMVMAVTQPRDGAVVCMLQFPSPSWYWDTVTKICVFLFAFVVPILIITVCYGLMLLRLRSVRLLSGSKEKDRSLRRITRMVLVVVGAFVVCWAPIHIFVIVWTLVDINRRDPLVVAALHLCIALGYANSSLNPVLYAFLDENFKRCFRQLCRTPCGRQEPGSLRRPRQATTRERVTACTPSDGPGGGAAA. The pIC50 is 6.6. (2) The drug is O=C(c1ccc(C(=O)N2CCC(N3CCCC3)CC2)cc1)N1CCC(N2CCCCCC2)CC1. The target protein (Q9UHJ3) has sequence MNGEQQLDADAGSGMEEVELSWEDYLEETGSTAVPYGSFKHVDTRLQNGFAPGMKLEVAVRTDPETYWVATVITTCEQLLLLRYDGYGEDRRADFWCDIRKADLYPIGWCEQNKKTLEAPEGIRDKVSDWDEFLRQTLIGACSPPVPLLEGLRNGRNPLDLIAPGSRLECQAFQDSLSTWIVTVVENIGGRLKLRYEGLESSDNYEHWLYYLDPFLHHVGWAAQQGYELQPPSAIRHLKNEAEWQEILAKVKEEEEEPLPSYLFKDKQVIGIHTFSVNMKLEAVDPWSPFGISPATVVKVFDEKYFLVEMDDLRPENHARRSFVCHADSPGIFPVQWSLKNGLHISPPPGYPSQDFDWADYLKQCGAEAAPQRCFPPLISEHEFKENMKLEAVNPILPEEVCVATITAVRGSYLWLQLEGSKKPIPECIVSVESMDIFPLGWCETNGHPLSTPRRARVYKQRKIAVVQPEKQVPSSRTVHEGLRNQELNSTESVMINGKY.... The pIC50 is 5.0. (3) The compound is NCC#CCNCc1ccccc1. The target protein (Q9TTK6) has sequence MNQKTTLVLLALAVITIFALVCVLIAGRGGDGGEASQPHYCPSGTPSVQPWTHPGQNQLFADLSREELTAVMSFLTQKLGPDLVDAAQARPSDNCIFSVELQLPPKAAALAHLDRRSPPPAREALAIVFFGGQPQPNVTELVVGPLPQPSYMRDVTVERHGGPLPYYRRPVLLREYLDIDQMIFNRELPQAAGVLHHCCSYKQGGGNLVTMTTAPRGLQSGDRATWFGLYYNISGAGYYLHPVGLELLVDHKALDPAQWTIQKVFFQGRYYESLAQLEEQFEAGRVNVVVIPNNGTGGSWSLKSQVPPGPTPPLQFHPQGTRFSVQGSRVTSSLWTFSFGLGAFSGPRIFDIRFQGERLAYEISLQEAVAIYGGNTPAAMLTRYMDGCFGMGKFATPLTRGVDCPYLATYVDWHFLLESQAPRTLHDAFCVFEQNKGLPLRRHHSDFISQYFGGVVETVLVFRSVSTLLNYDYVWDMVFHPNGAIEVKFHATGYISSAFF.... The pIC50 is 3.0. (4) The drug is COc1cc(C(=O)N2CC[C@@H](O)[C@@H](N)C2)cc2nc(-c3cc4ccccc4n3CC(F)(F)F)n(C)c12. The target protein (Q9Y2J8) has sequence MLRERTVRLQYGSRVEAVYVLGTYLWTDVYSAAPAGAQTFSLKHSEHVWVEVVRDGEAEEVATNGKQRWLLSPSTTLRVTMSQASTEASSDKVTVNYYDEEGSIPIDQAGLFLTAIEISLDVDADRDGVVEKNNPKKASWTWGPEGQGAILLVNCDRETPWLPKEDCRDEKVYSKEDLKDMSQMILRTKGPDRLPAGYEIVLYISMSDSDKVGVFYVENPFFGQRYIHILGRRKLYHVVKYTGGSAELLFFVEGLCFPDEGFSGLVSIHVSLLEYMAQDIPLTPIFTDTVIFRIAPWIMTPNILPPVSVFVCCMKDNYLFLKEVKNLVEKTNCELKVCFQYLNRGDRWIQDEIEFGYIEAPHKGFPVVLDSPRDGNLKDFPVKELLGPDFGYVTREPLFESVTSLDSFGNLEVSPPVTVNGKTYPLGRILIGSSFPLSGGRRMTKVVRDFLKAQQVQAPVELYSDWLTVGHVDEFMSFVPIPGTKKFLLLMASTSACYKL.... The pIC50 is 4.1. (5) The compound is CC(c1ccccc1)c1cc(O)c(=O)[nH]n1. The target protein sequence is MRVAVIGAGVIGLSTALCIHERYHPAQPLHMKIYADRFTPFTTSDVAAGLWQPYLSDPSNPQEAEWNQQTFDHLQSCLHSPNAEKMGLALISGYNLFRDEVPDPFWKSTVLGFRKLTPSELDMFPDYSYGWFNTSLLLEGKSYLSWLTERLTERGVKFIHRKVASFEEVVRGGVDVIINCTGVWAGALQADASLQPGRGQIIQVEAPWIKHFILTHDPSLGIYNSPYIIPGSKTVTLGGVFQLGNWSELNSVHDHNTIWKSCCQLEPTLKNARIMGELTGFRPVRPQVRLERERLRFGSSSAEVIHNYGHGGYGLTIHWGCAMEAANLFGKILEEKNLSRMPPSHL. The pIC50 is 8.5.